Dataset: Reaction yield outcomes from USPTO patents with 853,638 reactions. Task: Predict the reaction yield, written as a fraction of the theoretical maximum amount of product (1.0 means a 100% yield; for example, 0.34 means a 34% yield). (1) The reactants are N(C([C:6]1[C:7]([F:27])=[C:8]([CH:23]=[CH:24][C:25]=1[F:26])[CH2:9][N:10]1[CH2:15][CH2:14][N:13]([C:16]([O:18][C:19]([CH3:22])([CH3:21])[CH3:20])=[O:17])[CH2:12][CH2:11]1)=O)=[N+]=[N-].[CH3:28][C:29]1[N:34]=[CH:33][C:32]([NH2:35])=[CH:31][CH:30]=1.C[N:37]([CH:39]=[O:40])C. The catalyst is CCOC(C)=O. The product is [F:27][C:7]1[C:6]([NH:37][C:39]([NH:35][C:32]2[CH:33]=[N:34][C:29]([CH3:28])=[CH:30][CH:31]=2)=[O:40])=[C:25]([F:26])[CH:24]=[CH:23][C:8]=1[CH2:9][N:10]1[CH2:15][CH2:14][N:13]([C:16]([O:18][C:19]([CH3:22])([CH3:20])[CH3:21])=[O:17])[CH2:12][CH2:11]1. The yield is 0.320. (2) The reactants are [Cl:1][C:2]1[CH:3]=[C:4]([CH:8]2[CH2:10][O:9]2)[CH:5]=[CH:6][CH:7]=1.[OH:11][C:12]1[CH:19]=[CH:18][C:15]([CH:16]=[O:17])=[CH:14][CH:13]=1.[OH-].[Na+]. The catalyst is C1(C)C=CC=CC=1. The product is [Cl:1][C:2]1[CH:3]=[C:4]([CH:8]([OH:9])[CH2:10][O:11][C:12]2[CH:19]=[CH:18][C:15]([CH:16]=[O:17])=[CH:14][CH:13]=2)[CH:5]=[CH:6][CH:7]=1. The yield is 0.100. (3) The reactants are [F:1][C:2]1[CH:7]=[CH:6][CH:5]=[CH:4][C:3]=1[N:8]1[CH2:13][CH2:12][N:11]([CH2:14][CH2:15][NH2:16])[CH2:10][CH2:9]1.[C:17]1([N:23]2[C:27]([C:28]3[CH:33]=[CH:32][CH:31]=[CH:30][CH:29]=3)=[CH:26][C:25]([CH:34]=O)=[N:24]2)[CH:22]=[CH:21][CH:20]=[CH:19][CH:18]=1. No catalyst specified. The product is [C:17]1([N:23]2[C:27]([C:28]3[CH:33]=[CH:32][CH:31]=[CH:30][CH:29]=3)=[CH:26][C:25]([CH2:34][NH:16][CH2:15][CH2:14][N:11]3[CH2:10][CH2:9][N:8]([C:3]4[CH:4]=[CH:5][CH:6]=[CH:7][C:2]=4[F:1])[CH2:13][CH2:12]3)=[N:24]2)[CH:22]=[CH:21][CH:20]=[CH:19][CH:18]=1. The yield is 0.745.